This data is from Reaction yield outcomes from USPTO patents with 853,638 reactions. The task is: Predict the reaction yield, written as a fraction of the theoretical maximum amount of product (1.0 means a 100% yield; for example, 0.34 means a 34% yield). (1) The reactants are Cl.Cl.[NH2:3][CH2:4][C@@:5]1([OH:13])[CH:10]2[CH2:11][CH2:12][N:7]([CH2:8][CH2:9]2)[CH2:6]1.C([O-])([O-])=O.[Cs+].[Cs+].[N:20]([C:23]1[CH:28]=[C:27]([C:29]2[CH:34]=[CH:33][N:32]=[CH:31][CH:30]=2)[N:26]=[CH:25][N:24]=1)=[C:21]=S.C(N=C=NC(C)C)(C)C. The catalyst is CN(C)C=O. The product is [N:32]1[CH:31]=[CH:30][C:29]([C:27]2[N:26]=[CH:25][N:24]=[C:23]([NH:20][C:21]3[O:13][C@:5]4([CH2:4][N:3]=3)[CH:10]3[CH2:9][CH2:8][N:7]([CH2:12][CH2:11]3)[CH2:6]4)[CH:28]=2)=[CH:34][CH:33]=1. The yield is 0.160. (2) The reactants are S(OS([O-])=O)([O-])=O.[Na+].[Na+].[CH2:10]([N:12]1[C:24]2[CH:23]=[CH:22][C:21]([CH:25]=O)=[CH:20][C:19]=2[C:18]2[C:13]1=[CH:14][CH:15]=[CH:16][C:17]=2[F:27])[CH3:11].[NH2:28][C:29]1[CH:30]=[C:31]([CH:35]=[CH:36][C:37]=1[NH:38][CH2:39][CH2:40][O:41][CH3:42])[C:32]([OH:34])=[O:33].Cl. The catalyst is C1COCC1.O. The product is [CH2:10]([N:12]1[C:24]2[CH:23]=[CH:22][C:21]([C:25]3[N:38]([CH2:39][CH2:40][O:41][CH3:42])[C:37]4[CH:36]=[CH:35][C:31]([C:32]([OH:34])=[O:33])=[CH:30][C:29]=4[N:28]=3)=[CH:20][C:19]=2[C:18]2[C:13]1=[CH:14][CH:15]=[CH:16][C:17]=2[F:27])[CH3:11]. The yield is 0.180. (3) The reactants are [F:1][CH2:2][CH2:3][O:4][C:5]1[CH:6]=[C:7]([C:11](=O)[CH3:12])[CH:8]=[CH:9][CH:10]=1.[NH2:14][C:15]1[S:16]/[C:17](=[CH:21]\[C:22]2[CH:27]=[C:26]([O:28][CH3:29])[C:25]([OH:30])=[C:24]([Cl:31])[CH:23]=2)/[C:18](=[O:20])[N:19]=1. No catalyst specified. The product is [Cl:31][C:24]1[CH:23]=[C:22](/[CH:21]=[C:17]2/[C:18](=[O:20])[N:19]3[CH:12]=[C:11]([C:7]4[CH:8]=[CH:9][CH:10]=[C:5]([O:4][CH2:3][CH2:2][F:1])[CH:6]=4)[N:14]=[C:15]3[S:16]/2)[CH:27]=[C:26]([O:28][CH3:29])[C:25]=1[OH:30]. The yield is 0.0300. (4) The reactants are [F:1][C:2]([F:33])([F:32])[O:3][C:4]1[CH:5]=[C:6]([CH:29]=[CH:30][CH:31]=1)[O:7][C:8]1[CH:9]=[C:10]([NH:14][CH2:15][C:16]2[CH:21]=[CH:20][CH:19]=[C:18]([O:22][C:23]([F:28])([F:27])[CH:24]([F:26])[F:25])[CH:17]=2)[CH:11]=[CH:12][CH:13]=1.[F:34][C:35]([F:41])([F:40])S([O-])(=[O:54])=[O:54].[Yb+3].[F:34][C:35]([F:41])([F:40])S([O-])(=O)=O.[F:34][C:35]([F:41])([F:40])S([O-])(=O)=[O:54].[C:59](#N)[CH3:60]. The catalyst is O.C(Cl)Cl. The product is [F:1][C:2]([F:32])([F:33])[O:3][C:4]1[CH:5]=[C:6]([CH:29]=[CH:30][CH:31]=1)[O:7][C:8]1[CH:9]=[C:10]([N:14]([CH2:15][C:16]2[CH:21]=[CH:20][CH:19]=[C:18]([O:22][C:23]([F:27])([F:28])[CH:24]([F:26])[F:25])[CH:17]=2)[CH2:60][C@@H:59]([OH:54])[C:35]([F:41])([F:40])[F:34])[CH:11]=[CH:12][CH:13]=1. The yield is 0.230.